From a dataset of Peptide-MHC class I binding affinity with 185,985 pairs from IEDB/IMGT. Regression. Given a peptide amino acid sequence and an MHC pseudo amino acid sequence, predict their binding affinity value. This is MHC class I binding data. (1) The peptide sequence is AEMRETHWL. The MHC is HLA-A30:01 with pseudo-sequence HLA-A30:01. The binding affinity (normalized) is 0.0847. (2) The MHC is HLA-A29:02 with pseudo-sequence HLA-A29:02. The binding affinity (normalized) is 0. The peptide sequence is SAEPVPLQL. (3) The binding affinity (normalized) is 0.144. The peptide sequence is FLKEKGGL. The MHC is HLA-B35:01 with pseudo-sequence HLA-B35:01. (4) The peptide sequence is NYGQVVAAL. The MHC is HLA-B15:01 with pseudo-sequence HLA-B15:01. The binding affinity (normalized) is 0.490.